From a dataset of Forward reaction prediction with 1.9M reactions from USPTO patents (1976-2016). Predict the product of the given reaction. (1) Given the reactants [Cl:1][C:2]1[CH:3]=[CH:4][C:5]([C:13]([OH:15])=O)=[N:6][C:7]=1[O:8][CH2:9][CH:10]1[CH2:12][CH2:11]1.[NH2:16][C:17]([CH2:24][CH3:25])([CH2:22][CH3:23])[C:18]([NH:20][CH3:21])=[O:19], predict the reaction product. The product is: [CH2:22]([C:17]([NH:16][C:13]([C:5]1[CH:4]=[CH:3][C:2]([Cl:1])=[C:7]([O:8][CH2:9][CH:10]2[CH2:11][CH2:12]2)[N:6]=1)=[O:15])([C:18](=[O:19])[NH:20][CH3:21])[CH2:24][CH3:25])[CH3:23]. (2) Given the reactants Br[C:2]1[CH:3]=[C:4]([C:8]2[CH:9]=[CH:10][C:11]3[N:12]([C:21](=[O:23])[CH3:22])[C:13]4[C:18]([C:19]=3[CH:20]=2)=[CH:17][CH:16]=[CH:15][CH:14]=4)[CH:5]=[CH:6][CH:7]=1.CC1(C)C(C)(C)OB([C:32]2[CH:33]=[C:34]([N:38]3[C:50]4[CH:49]=[CH:48][CH:47]=[CH:46][C:45]=4[C:44]4[C:39]3=[CH:40][CH:41]=[CH:42][CH:43]=4)[CH:35]=[CH:36][CH:37]=2)O1.COC1C=CC=C(OC)C=1C1C=CC=CC=1P(C1CCCCC1)C1CCCCC1.[O-]P([O-])([O-])=O.[K+].[K+].[K+], predict the reaction product. The product is: [CH:40]1[C:39]2[N:38]([C:34]3[CH:33]=[C:32]([C:2]4[CH:7]=[CH:6][CH:5]=[C:4]([C:8]5[CH:9]=[CH:10][C:11]6[N:12]([C:21](=[O:23])[CH3:22])[C:13]7[C:18]([C:19]=6[CH:20]=5)=[CH:17][CH:16]=[CH:15][CH:14]=7)[CH:3]=4)[CH:37]=[CH:36][CH:35]=3)[C:50]3[C:45](=[CH:46][CH:47]=[CH:48][CH:49]=3)[C:44]=2[CH:43]=[CH:42][CH:41]=1. (3) The product is: [CH2:28]([NH:27][CH2:37][CH2:42][CH2:51][O:52][C:19]1[CH:18]=[C:23]([CH2:24][NH:25][C:26]2[N:27]([C:37]3[N:38]=[CH:39][N:40]=[C:41]([NH2:44])[C:42]=3[N:43]=2)[C@@H:28]2[O:36][C@H:33]([CH2:34][OH:35])[C@@H:31]([OH:32])[C@H:29]2[OH:30])[CH:22]=[CH:21][C:20]=1[C:45]1[CH:50]=[CH:49][CH:48]=[CH:47][CH:46]=1)[CH3:29]. Given the reactants C(OC(N(CCCO[C:18]1[CH:19]=[C:20]([C:45]2[CH:50]=[CH:49][CH:48]=[CH:47][CH:46]=2)[CH:21]=[CH:22][C:23]=1[CH2:24][NH:25][C:26]1[N:27]([C:37]2[N:38]=[CH:39][N:40]=[C:41]([NH2:44])[C:42]=2[N:43]=1)[C@@H:28]1[O:36][C@H:33]([CH2:34][OH:35])[C@@H:31]([OH:32])[C@H:29]1[OH:30])CC)=O)C1C=CC=CC=1.[CH3:51][OH:52], predict the reaction product. (4) Given the reactants Cl[C:2]1[CH:3]=[C:4]([CH:9]=[CH:10][N:11]=1)[C:5]([O:7][CH3:8])=[O:6].[C:12]1(/[CH:18]=[CH:19]/OB(O)O)[CH:17]=[CH:16][CH:15]=[CH:14][CH:13]=1.C([O-])([O-])=O.[Na+].[Na+].O, predict the reaction product. The product is: [C:12]1(/[CH:18]=[CH:19]/[C:2]2[CH:3]=[C:4]([CH:9]=[CH:10][N:11]=2)[C:5]([O:7][CH3:8])=[O:6])[CH:17]=[CH:16][CH:15]=[CH:14][CH:13]=1. (5) Given the reactants [C:1]1([C@H:7]2[C@@H:11]([C:12]3[CH:17]=[CH:16][CH:15]=[CH:14][CH:13]=3)[NH:10][C:9](=[S:18])[NH:8]2)[CH:6]=[CH:5][CH:4]=[CH:3][CH:2]=1.[CH2:19]([O:26][C:27]1[CH:34]=[CH:33][C:30]([CH2:31][Cl:32])=[CH:29][CH:28]=1)[C:20]1[CH:25]=[CH:24][CH:23]=[CH:22][CH:21]=1, predict the reaction product. The product is: [ClH:32].[CH2:19]([O:26][C:27]1[CH:28]=[CH:29][C:30]([CH2:31][S:18][C:9]2[NH:8][C@H:7]([C:1]3[CH:2]=[CH:3][CH:4]=[CH:5][CH:6]=3)[C@H:11]([C:12]3[CH:13]=[CH:14][CH:15]=[CH:16][CH:17]=3)[N:10]=2)=[CH:33][CH:34]=1)[C:20]1[CH:21]=[CH:22][CH:23]=[CH:24][CH:25]=1. (6) Given the reactants C(OC([N:6]1[C:10]2=[N:11][CH:12]=[C:13](B3OC(C)(C)C(C)(C)O3)[CH:14]=[C:9]2[CH:8]=[C:7]1[C:24]1[C:29]([F:30])=[CH:28][CH:27]=[CH:26][C:25]=1[F:31])=O)C.[CH3:32][C:33]1[S:37][C:36]([C:38]2[CH:39]=[N:40][CH:41]=[CH:42][CH:43]=2)=[N:35][C:34]=1OS(C(F)(F)F)(=O)=O, predict the reaction product. The product is: [F:30][C:29]1[CH:28]=[CH:27][CH:26]=[C:25]([F:31])[C:24]=1[C:7]1[NH:6][C:10]2=[N:11][CH:12]=[C:13]([C:34]3[N:35]=[C:36]([C:38]4[CH:39]=[N:40][CH:41]=[CH:42][CH:43]=4)[S:37][C:33]=3[CH3:32])[CH:14]=[C:9]2[CH:8]=1.